From a dataset of Reaction yield outcomes from USPTO patents with 853,638 reactions. Predict the reaction yield, written as a fraction of the theoretical maximum amount of product (1.0 means a 100% yield; for example, 0.34 means a 34% yield). (1) The reactants are [CH3:1][O:2][C:3]1[C:4]([CH2:12][N:13]([CH3:15])[CH3:14])=[C:5]2[C:9](=[CH:10][CH:11]=1)[NH:8][CH:7]=[CH:6]2.CN(C=O)C.[CH3:21][C:22]1[CH:23]=[CH:24][C:25]2[S:29][C:28]([S:30](Cl)(=[O:32])=[O:31])=[CH:27][C:26]=2[CH:34]=1. No catalyst specified. The product is [CH3:1][O:2][C:3]1[C:4]([CH2:12][N:13]([CH3:14])[CH3:15])=[C:5]2[C:9](=[CH:10][CH:11]=1)[N:8]([S:30]([C:28]1[S:29][C:25]3[CH:24]=[CH:23][C:22]([CH3:21])=[CH:34][C:26]=3[CH:27]=1)(=[O:31])=[O:32])[CH:7]=[CH:6]2. The yield is 0.270. (2) The reactants are Cl.[NH:2]([C:4]1[CH:12]=[CH:11][C:7]([C:8]([OH:10])=[O:9])=[CH:6][CH:5]=1)[NH2:3].[C:13]([CH2:15][C:16]([C:18]1[CH:27]=[CH:26][C:21]([C:22]([O:24][CH3:25])=[O:23])=[CH:20][CH:19]=1)=O)#[N:14]. The catalyst is C(O)(=O)C. The product is [NH2:14][C:13]1[N:2]([C:4]2[CH:5]=[CH:6][C:7]([C:8]([OH:10])=[O:9])=[CH:11][CH:12]=2)[N:3]=[C:16]([C:18]2[CH:27]=[CH:26][C:21]([C:22]([O:24][CH3:25])=[O:23])=[CH:20][CH:19]=2)[CH:15]=1. The yield is 0.810. (3) The reactants are [O:1]1[CH:5]=[CH:4][CH:3]=[C:2]1[C:6]1[N:7]=[C:8]([NH:20]C(=O)OC(C)(C)C)[S:9][C:10]=1[C:11]([C:13]1[C:14]([CH3:19])=[N:15][CH:16]=[CH:17][CH:18]=1)=[O:12]. The catalyst is FC(F)(F)C(O)=O. The product is [CH3:19][C:14]1[C:13]([C:11]([C:10]2[S:9][C:8]([NH2:20])=[N:7][C:6]=2[C:2]2[O:1][CH:5]=[CH:4][CH:3]=2)=[O:12])=[CH:18][CH:17]=[CH:16][N:15]=1. The yield is 0.990. (4) The yield is 0.290. The reactants are I[C:2]1[CH:7]=[CH:6][CH:5]=[CH:4][N:3]=1.[F:8][C:9]1[CH:14]=[CH:13][C:12]([C:15]#[C:16][CH2:17][CH2:18][C:19]#[CH:20])=[CH:11][CH:10]=1. The catalyst is C(N(CC)CC)C.[Cu](I)I.Cl[Pd](Cl)([P](C1C=CC=CC=1)(C1C=CC=CC=1)C1C=CC=CC=1)[P](C1C=CC=CC=1)(C1C=CC=CC=1)C1C=CC=CC=1. The product is [F:8][C:9]1[CH:14]=[CH:13][C:12]([C:15]#[C:16][CH2:17][CH2:18][C:19]#[C:20][C:2]2[CH:7]=[CH:6][CH:5]=[CH:4][N:3]=2)=[CH:11][CH:10]=1. (5) The reactants are [F:1][C:2]([F:11])([F:10])[C:3]1[CH:8]=[CH:7][C:6]([OH:9])=[CH:5][CH:4]=1.C([O-])([O-])=O.[K+].[K+].[CH2:18]([CH:20]1[O:22][CH2:21]1)Cl. No catalyst specified. The product is [F:1][C:2]([F:10])([F:11])[C:3]1[CH:4]=[CH:5][C:6]([O:9][CH2:18][CH:20]2[O:22][CH2:21]2)=[CH:7][CH:8]=1. The yield is 0.900.